Dataset: Full USPTO retrosynthesis dataset with 1.9M reactions from patents (1976-2016). Task: Predict the reactants needed to synthesize the given product. (1) Given the product [CH3:1][C:2]1[N:7]=[C:6]([N:8]2[CH2:9][CH2:10][N:11]([CH2:14][CH2:15][CH2:16][CH2:17][CH2:18][C:19]3[N:28]=[C:27]4[C:22]([CH2:23][CH2:24][C:25](=[O:29])[NH:26]4)=[CH:21][CH:20]=3)[CH2:12][CH2:13]2)[CH:5]=[CH:4][CH:3]=1, predict the reactants needed to synthesize it. The reactants are: [CH3:1][C:2]1[N:7]=[C:6]([N:8]2[CH2:13][CH2:12][N:11]([CH2:14][CH2:15][CH2:16][CH:17]=[CH:18][C:19]3[N:28]=[C:27]4[C:22]([CH2:23][CH2:24][C:25](=[O:29])[NH:26]4)=[CH:21][CH:20]=3)[CH2:10][CH2:9]2)[CH:5]=[CH:4][CH:3]=1. (2) The reactants are: [Cl:1][C:2]1[C:7]([C:8]2[N:9]=[C:10]([C:21]([CH3:24])([CH3:23])[CH3:22])[S:11][C:12]=2[C:13]2[CH:18]=[CH:17][N:16]=[C:15]([CH:19]=[CH2:20])[N:14]=2)=[CH:6][CH:5]=[CH:4][C:3]=1[NH:25][S:26]([C:29]1[CH:34]=[C:33]([F:35])[CH:32]=[CH:31][C:30]=1[F:36])(=[O:28])=[O:27].[CH3:37][S:38]([OH:40])=[O:39].[Na]. Given the product [Cl:1][C:2]1[C:7]([C:8]2[N:9]=[C:10]([C:21]([CH3:24])([CH3:23])[CH3:22])[S:11][C:12]=2[C:13]2[CH:18]=[CH:17][N:16]=[C:15]([CH2:19][CH2:20][S:38]([CH3:37])(=[O:40])=[O:39])[N:14]=2)=[CH:6][CH:5]=[CH:4][C:3]=1[NH:25][S:26]([C:29]1[CH:34]=[C:33]([F:35])[CH:32]=[CH:31][C:30]=1[F:36])(=[O:27])=[O:28], predict the reactants needed to synthesize it. (3) Given the product [Br:8][C:18]1[C:19]2[CH:25]=[CH:24][C:23]([O:26][C:27](=[O:33])[N:28]([CH2:31][CH3:32])[CH2:29][CH3:30])=[CH:22][C:20]=2[S:21][C:17]=1[C:14]1[CH:13]=[CH:12][C:11]([O:10][CH3:9])=[CH:16][CH:15]=1, predict the reactants needed to synthesize it. The reactants are: C1C(=O)N([Br:8])C(=O)C1.[CH3:9][O:10][C:11]1[CH:16]=[CH:15][C:14]([C:17]2[S:21][C:20]3[CH:22]=[C:23]([O:26][C:27](=[O:33])[N:28]([CH2:31][CH3:32])[CH2:29][CH3:30])[CH:24]=[CH:25][C:19]=3[CH:18]=2)=[CH:13][CH:12]=1.O. (4) The reactants are: [CH3:1][Li].BrC1[CH:5]=[C:6]([CH2:10][NH2:11])C=CC=1.[C:12]([Li])([CH3:15])([CH3:14])C.[B:17](OC)([O:20]C)[O:18]C. Given the product [CH3:1][NH:11][C:10]1[CH:6]=[C:5]([B:17]([OH:20])[OH:18])[CH:15]=[CH:12][CH:14]=1, predict the reactants needed to synthesize it. (5) The reactants are: [ClH:1].Cl.[CH:3]1([CH2:9][CH2:10][O:11][C:12]2[CH:13]=[C:14]([CH:23]=[CH:24][N:25]=2)[C:15]([N:17]2[CH2:22][CH2:21][NH:20][CH2:19][CH2:18]2)=[O:16])[CH2:8][CH2:7][CH2:6][CH2:5][CH2:4]1.[C:26](#[N:28])[CH3:27]. Given the product [Cl:1][C:27]1[C:26]([NH:25][C:12]([N:20]2[CH2:21][CH2:22][N:17]([C:15](=[O:16])[C:14]3[CH:23]=[CH:24][N:25]=[C:12]([O:11][CH2:10][CH2:9][CH:3]4[CH2:8][CH2:7][CH2:6][CH2:5][CH2:4]4)[CH:13]=3)[CH2:18][CH2:19]2)=[O:11])=[N:28][CH:14]=[CH:15][N:17]=1, predict the reactants needed to synthesize it. (6) Given the product [CH:1]1([C:7]2[C:8]3[CH:9]=[CH:10][C:11]([C:30]([O:32][CH3:33])=[O:31])=[CH:12][C:13]=3[N:14]3[C:20]=2[C:19]2[CH:21]=[CH:22][CH:23]=[CH:24][C:18]=2[N:17]([CH3:25])[CH:16]([CH2:26][OH:27])[CH2:15]3)[CH2:2][CH2:3][CH2:4][CH2:5][CH2:6]1, predict the reactants needed to synthesize it. The reactants are: [CH:1]1([C:7]2[C:8]3[CH:9]=[CH:10][C:11]([C:30]([O:32][CH3:33])=[O:31])=[CH:12][C:13]=3[N:14]3[C:20]=2[C:19]2[CH:21]=[CH:22][CH:23]=[CH:24][C:18]=2[N:17]([CH3:25])[CH:16]([C:26](OC)=[O:27])[CH2:15]3)[CH2:6][CH2:5][CH2:4][CH2:3][CH2:2]1.[Li+].[BH4-]. (7) The reactants are: [N:1]1[CH:6]=[CH:5][C:4]([C:7]2[CH:11]=[N:10][NH:9][C:8]=2[C:12]2[CH:29]=[CH:28][C:15]([O:16][CH2:17][C:18]3[CH:27]=[CH:26][C:25]4[C:20](=[CH:21][CH:22]=[CH:23][CH:24]=4)[N:19]=3)=[CH:14][CH:13]=2)=[CH:3][CH:2]=1.[CH3:30]NN.S(=O)(=O)(O)O. Given the product [CH3:30][N:10]1[CH:11]=[C:7]([C:4]2[CH:3]=[CH:2][N:1]=[CH:6][CH:5]=2)[C:8]([C:12]2[CH:13]=[CH:14][C:15]([O:16][CH2:17][C:18]3[CH:27]=[CH:26][C:25]4[C:20](=[CH:21][CH:22]=[CH:23][CH:24]=4)[N:19]=3)=[CH:28][CH:29]=2)=[N:9]1, predict the reactants needed to synthesize it. (8) The reactants are: [CH2:1]([O:3][C:4](=[O:20])[C:5]1[CH:10]=[CH:9][C:8]([N:11]2[CH:15]=[C:14]([O:16]C)[C:13]([C:18]#[N:19])=[CH:12]2)=[CH:7][CH:6]=1)[CH3:2].B(Br)(Br)Br.O. Given the product [CH2:1]([O:3][C:4](=[O:20])[C:5]1[CH:6]=[CH:7][C:8]([N:11]2[CH:15]=[C:14]([OH:16])[C:13]([C:18]#[N:19])=[CH:12]2)=[CH:9][CH:10]=1)[CH3:2], predict the reactants needed to synthesize it.